Dataset: Catalyst prediction with 721,799 reactions and 888 catalyst types from USPTO. Task: Predict which catalyst facilitates the given reaction. (1) Reactant: [C:1]([C:3]1[CH:4]=[N:5][N:6]([CH3:8])[CH:7]=1)#[CH:2].[Br:9][C:10]1[CH:15]=[C:14]([NH:16][S:17]([CH3:20])(=[O:19])=[O:18])[C:13](I)=[CH:12][N:11]=1.C(N(CC)CC)C. Product: [Br:9][C:10]1[N:11]=[CH:12][C:13]2[CH:2]=[C:1]([C:3]3[CH:4]=[N:5][N:6]([CH3:8])[CH:7]=3)[N:16]([S:17]([CH3:20])(=[O:19])=[O:18])[C:14]=2[CH:15]=1. The catalyst class is: 654. (2) Reactant: [C:1]([C:3]1[CH:8]=[CH:7][C:6]([CH:9]2[CH2:14][CH2:13][N:12]([C:15]([O:17][C:18]([CH3:21])([CH3:20])[CH3:19])=[O:16])[CH2:11][CH:10]2[O:22][CH2:23][C:24]2[CH:33]=[CH:32][C:31]3[C:26](=[CH:27][CH:28]=[CH:29][CH:30]=3)[CH:25]=2)=[CH:5][CH:4]=1)#[N:2]. Product: [NH2:2][CH2:1][C:3]1[CH:8]=[CH:7][C:6]([CH:9]2[CH2:14][CH2:13][N:12]([C:15]([O:17][C:18]([CH3:21])([CH3:19])[CH3:20])=[O:16])[CH2:11][CH:10]2[O:22][CH2:23][C:24]2[CH:33]=[CH:32][C:31]3[C:26](=[CH:27][CH:28]=[CH:29][CH:30]=3)[CH:25]=2)=[CH:5][CH:4]=1. The catalyst class is: 7. (3) The catalyst class is: 10. Product: [Br:24][C:8]1[CH:7]=[CH:6][C:5]([O:9][CH2:10][C:11]2[CH:16]=[CH:15][CH:14]=[CH:13][CH:12]=2)=[CH:4][C:3]=1[CH2:1][CH3:2]. Reactant: [CH2:1]([C:3]1[CH:8]=[CH:7][CH:6]=[C:5]([O:9][CH2:10][C:11]2[CH:16]=[CH:15][CH:14]=[CH:13][CH:12]=2)[CH:4]=1)[CH3:2].C1C(=O)N([Br:24])C(=O)C1. (4) Product: [CH3:14][C:15]1([CH3:38])[CH2:16][O:17][CH:18]([CH:21]2[CH2:26][CH2:25][N:24]([C:2]3[C:3]4[S:10][C:9]([C:11]([NH2:13])=[O:12])=[CH:8][C:4]=4[N:5]=[CH:6][N:7]=3)[CH2:23][CH2:22]2)[O:19][CH2:20]1. Reactant: Cl[C:2]1[C:3]2[S:10][C:9]([C:11]([NH2:13])=[O:12])=[CH:8][C:4]=2[N:5]=[CH:6][N:7]=1.[CH3:14][C:15]1([CH3:38])[CH2:20][O:19][CH:18]([CH:21]2[CH2:26][CH2:25][N:24](C3C=CC(C([O-])=O)=C(C)C=3C)[CH2:23][CH2:22]2)[O:17][CH2:16]1.CCN(C(C)C)C(C)C. The catalyst class is: 23. (5) Reactant: [CH3:1][O:2][C:3]([C:5]1[C:10]([O:11][CH3:12])=[C:9](Cl)[N:8]=[C:7]([Cl:14])[N:6]=1)=[O:4].[NH3:15]. Product: [CH3:1][O:2][C:3]([C:5]1[C:10]([O:11][CH3:12])=[C:9]([NH2:15])[N:8]=[C:7]([Cl:14])[N:6]=1)=[O:4]. The catalyst class is: 147. (6) Reactant: [Cl:1][C:2]1[CH:7]=[C:6]([N:8]2[C:12]3=[N:13][CH:14]=[N:15][C:16]([NH2:17])=[C:11]3[C:10](I)=[N:9]2)[CH:5]=[CH:4][N:3]=1.[CH3:19][O:20][C:21]1[CH:26]=[C:25](B2OC(C)(C)C(C)(C)O2)[CH:24]=[CH:23][C:22]=1[NH:36][C:37]([C:39]1[N:40]([CH3:48])[C:41]2[C:46]([CH:47]=1)=[CH:45][CH:44]=[CH:43][CH:42]=2)=[O:38].C(=O)([O-])[O-].[Na+].[Na+]. Product: [NH2:17][C:16]1[N:15]=[CH:14][N:13]=[C:12]2[N:8]([C:6]3[CH:5]=[CH:4][N:3]=[C:2]([Cl:1])[CH:7]=3)[N:9]=[C:10]([C:25]3[CH:24]=[CH:23][C:22]([NH:36][C:37]([C:39]4[N:40]([CH3:48])[C:41]5[C:46]([CH:47]=4)=[CH:45][CH:44]=[CH:43][CH:42]=5)=[O:38])=[C:21]([O:20][CH3:19])[CH:26]=3)[C:11]=12. The catalyst class is: 762. (7) Reactant: [Br:1][C:2]1[CH:11]=[CH:10][C:5]([C:6](Cl)=[N:7][OH:8])=[CH:4][CH:3]=1.[CH2:12]([OH:15])[C:13]#[CH:14].C(N(CC)CC)C. Product: [Br:1][C:2]1[CH:11]=[CH:10][C:5]([C:6]2[CH:14]=[C:13]([CH2:12][OH:15])[O:8][N:7]=2)=[CH:4][CH:3]=1. The catalyst class is: 2. (8) Reactant: [C:1]([O:14][C@H:15]([CH2:41][O:42][C:43](=[O:55])[CH2:44][CH2:45][CH2:46][CH2:47][CH2:48][CH2:49][CH2:50][CH2:51][CH2:52][CH2:53][CH3:54])[CH2:16][S:17][CH2:18][C@@H:19]([C:38](O)=[O:39])[NH:20][C:21](=[O:37])[O:22][CH2:23][CH:24]1[C:36]2[CH:35]=[CH:34][CH:33]=[CH:32][C:31]=2[C:30]2[C:25]1=[CH:26][CH:27]=[CH:28][CH:29]=2)(=[O:13])[CH2:2][CH2:3][CH2:4][CH2:5][CH2:6][CH2:7][CH2:8][CH2:9][CH2:10][CH2:11][CH3:12].[NH2:56][CH2:57][CH2:58][O:59][CH2:60][CH2:61][O:62][CH2:63][CH2:64][O:65][CH2:66][CH2:67][P:68](=[O:75])([O:72][CH2:73][CH3:74])[O:69][CH2:70][CH3:71].CCN(C(C)C)C(C)C.CN(C(ON1N=NC2C=CC=CC1=2)=[N+](C)C)C.F[P-](F)(F)(F)(F)F. Product: [CH:35]1[C:36]2[CH:24]([CH2:23][O:22][C:21]([NH:20][C@@H:19]([CH2:18][S:17][CH2:16][C@H:15]([O:14][C:1](=[O:13])[CH2:2][CH2:3][CH2:4][CH2:5][CH2:6][CH2:7][CH2:8][CH2:9][CH2:10][CH2:11][CH3:12])[CH2:41][O:42][C:43](=[O:55])[CH2:44][CH2:45][CH2:46][CH2:47][CH2:48][CH2:49][CH2:50][CH2:51][CH2:52][CH2:53][CH3:54])[C:38](=[O:39])[NH:56][CH2:57][CH2:58][O:59][CH2:60][CH2:61][O:62][CH2:63][CH2:64][O:65][CH2:66][CH2:67][P:68](=[O:75])([O:69][CH2:70][CH3:71])[O:72][CH2:73][CH3:74])=[O:37])[C:25]3[C:30](=[CH:29][CH:28]=[CH:27][CH:26]=3)[C:31]=2[CH:32]=[CH:33][CH:34]=1. The catalyst class is: 2.